Dataset: Forward reaction prediction with 1.9M reactions from USPTO patents (1976-2016). Task: Predict the product of the given reaction. (1) Given the reactants [Cl:1][C:2]1[CH:7]=[CH:6][CH:5]=[CH:4][C:3]=1[CH:8]([O:10][C:11](=[O:34])[NH:12][C:13]1[C:14]([CH3:33])=[N:15][O:16][C:17]=1[C:18]1[CH:23]=[CH:22][CH:21]=[C:20](B2OC(C)(C)C(C)(C)O2)[CH:19]=1)[CH3:9].[CH2:35]([O:37][C:38]([CH:40]1[CH2:45][CH2:44][C:43](OS(C(F)(F)F)(=O)=O)=[CH:42][CH2:41]1)=[O:39])[CH3:36].C(=O)([O-])[O-].[Na+].[Na+], predict the reaction product. The product is: [CH2:35]([O:37][C:38]([CH:40]1[CH2:45][CH2:44][C:43]([C:20]2[CH:21]=[CH:22][CH:23]=[C:18]([C:17]3[O:16][N:15]=[C:14]([CH3:33])[C:13]=3[NH:12][C:11]([O:10][CH:8]([C:3]3[CH:4]=[CH:5][CH:6]=[CH:7][C:2]=3[Cl:1])[CH3:9])=[O:34])[CH:19]=2)=[CH:42][CH2:41]1)=[O:39])[CH3:36]. (2) The product is: [Cl:17][C:18]1[CH:23]=[CH:22][CH:21]=[C:20]([F:24])[C:19]=1/[CH:25]=[CH:26]/[C:27]([NH:16][C:13]1[CH:14]=[CH:15][N:11]([CH2:10][C:8]2[O:9][C:5]([C:2]([F:1])([F:4])[CH3:3])=[CH:6][CH:7]=2)[N:12]=1)=[O:28]. Given the reactants [F:1][C:2]([C:5]1[O:9][C:8]([CH2:10][N:11]2[CH:15]=[CH:14][C:13]([NH2:16])=[N:12]2)=[CH:7][CH:6]=1)([F:4])[CH3:3].[Cl:17][C:18]1[CH:23]=[CH:22][CH:21]=[C:20]([F:24])[C:19]=1/[CH:25]=[CH:26]/[C:27](O)=[O:28], predict the reaction product. (3) The product is: [F:7][C:8]1[CH:13]=[CH:12][C:11]([O:14][CH3:15])=[CH:10][C:9]=1[C:16]1[N:17]=[C:18]([O:31][CH3:32])[C:19]([CH2:20][OH:21])=[CH:24][C:25]=1[O:26][CH2:27][CH:28]([CH3:30])[CH3:29]. Given the reactants [H-].[Al+3].[Li+].[H-].[H-].[H-].[F:7][C:8]1[CH:13]=[CH:12][C:11]([O:14][CH3:15])=[CH:10][C:9]=1[C:16]1[C:25]([O:26][CH2:27][CH:28]([CH3:30])[CH3:29])=[CH:24][C:19]([C:20](OC)=[O:21])=[C:18]([O:31][CH3:32])[N:17]=1.O.[OH-].[Na+], predict the reaction product. (4) Given the reactants C([O:3][C:4]([C:6]1[CH:7]=[C:8]2[C:13](=[CH:14][CH:15]=1)[C:12]([Br:16])=[N:11][N:10]([CH:17]([CH3:19])[CH3:18])[C:9]2=[O:20])=O)C.[Li+].[BH4-].[NH4+].[Cl-], predict the reaction product. The product is: [Br:16][C:12]1[C:13]2[C:8](=[CH:7][C:6]([CH2:4][OH:3])=[CH:15][CH:14]=2)[C:9](=[O:20])[N:10]([CH:17]([CH3:19])[CH3:18])[N:11]=1.